From a dataset of Forward reaction prediction with 1.9M reactions from USPTO patents (1976-2016). Predict the product of the given reaction. Given the reactants [F:1][C:2]1[CH:3]=[N:4][C:5]([N:8]2[CH2:12][CH:11]([C:13]([OH:15])=O)[N:10]([CH3:16])[C:9]2=[O:17])=[N:6][CH:7]=1.C(N1CCOCC1)C.O.ON1C2C=CC=CC=2N=N1.Cl.C(N=C=NCCCN(C)C)C.[Cl:49][C:50]1[CH:55]=[C:54]([Cl:56])[CH:53]=[CH:52][C:51]=1[CH2:57][NH2:58], predict the reaction product. The product is: [Cl:49][C:50]1[CH:55]=[C:54]([Cl:56])[CH:53]=[CH:52][C:51]=1[CH2:57][NH:58][C:13]([CH:11]1[CH2:12][N:8]([C:5]2[N:6]=[CH:7][C:2]([F:1])=[CH:3][N:4]=2)[C:9](=[O:17])[N:10]1[CH3:16])=[O:15].